Dataset: Reaction yield outcomes from USPTO patents with 853,638 reactions. Task: Predict the reaction yield, written as a fraction of the theoretical maximum amount of product (1.0 means a 100% yield; for example, 0.34 means a 34% yield). (1) The reactants are [F:1][C:2]1[CH:3]=[C:4]([OH:8])[CH:5]=[CH:6][CH:7]=1.[H-].[Na+].Br[CH2:12][C:13](=[O:31])[CH2:14][C:15]([NH:17][C:18]1[CH:23]=[CH:22][C:21]([N:24]2[CH2:29][CH2:28][O:27][CH2:26][CH2:25]2)=[C:20]([F:30])[CH:19]=1)=[O:16].O. The catalyst is C1COCC1. The product is [F:30][C:20]1[CH:19]=[C:18]([NH:17][C:15](=[O:16])[CH2:14][C:13](=[O:31])[CH2:12][O:8][C:4]2[CH:5]=[CH:6][CH:7]=[C:2]([F:1])[CH:3]=2)[CH:23]=[CH:22][C:21]=1[N:24]1[CH2:25][CH2:26][O:27][CH2:28][CH2:29]1. The yield is 0.0200. (2) The reactants are Br[C:2]1[CH:3]=[CH:4][C:5]2[C:11]3[S:12][C:13]([C:15]([N:17]([C:19]4[CH:24]=[CH:23][C:22]([C:25]([N:27]5[CH2:32][CH2:31][N:30]([CH3:33])[CH2:29][CH2:28]5)=[O:26])=[CH:21][C:20]=4[Cl:34])[CH3:18])=[O:16])=[CH:14][C:10]=3[CH2:9][CH2:8][O:7][C:6]=2[CH:35]=1.[N:36]12[CH2:46]CCN=C1CCCC[CH2:37]2.[O:47]1CCCC1. The catalyst is CN.CCOC(C)=O.[C-]#[O+].[C-]#[O+].[C-]#[O+].[C-]#[O+].[C-]#[O+].[C-]#[O+].[Mo].CC1C(P(C2C([CH2-])=CC=CC=2)C2C(C)=CC=CC=2)=CC=CC=1.CC1C(P(C2C([CH2-])=CC=CC=2)C2C(C)=CC=CC=2)=CC=CC=1.CC(O)=O.CC(O)=O.[Pd].[Pd]. The product is [Cl:34][C:20]1[CH:21]=[C:22]([C:25]([N:27]2[CH2:32][CH2:31][N:30]([CH3:33])[CH2:29][CH2:28]2)=[O:26])[CH:23]=[CH:24][C:19]=1[N:17]([CH3:18])[C:15]([C:13]1[S:12][C:11]2[C:5]3[CH:4]=[CH:3][C:2]([C:37]([NH:36][CH3:46])=[O:47])=[CH:35][C:6]=3[O:7][CH2:8][CH2:9][C:10]=2[CH:14]=1)=[O:16]. The yield is 0.320. (3) The reactants are P([O-])(O)(O)=O.[Na+].[OH2:7].Cl([O-])=O.[Na+].[I:12][C:13]1[CH:18]=[CH:17][N:16]=[C:15]([O:19][CH3:20])[C:14]=1[CH:21]=[O:22]. The catalyst is C(O)(C)(C)C.C(O)=O. The product is [I:12][C:13]1[C:14]([C:21]([OH:7])=[O:22])=[C:15]([O:19][CH3:20])[N:16]=[CH:17][CH:18]=1. The yield is 0.540. (4) The reactants are [Br:1]Br.[Cl:3][C:4]1[CH:23]=[CH:22][C:7]([O:8][C:9]2[CH:14]=[CH:13][C:12]([C:15](=[O:17])[CH3:16])=[C:11]([C:18]([F:21])([F:20])[F:19])[CH:10]=2)=[CH:6][CH:5]=1.C(=O)(O)[O-].[Na+]. The catalyst is C(OCC)C. The product is [Br:1][CH2:16][C:15]([C:12]1[CH:13]=[CH:14][C:9]([O:8][C:7]2[CH:6]=[CH:5][C:4]([Cl:3])=[CH:23][CH:22]=2)=[CH:10][C:11]=1[C:18]([F:19])([F:20])[F:21])=[O:17]. The yield is 0.830. (5) The yield is 0.640. The product is [CH2:1]([NH:5][C:47]([NH:30][S:27]([CH2:26][CH2:25][C:10]1[C:9]([CH3:31])=[N:8][N:7]([CH3:6])[C:11]=1[N:12]1[C:16]2=[N:17][CH:18]=[C:19]([C:21]([F:23])([F:22])[F:24])[CH:20]=[C:15]2[CH:14]=[CH:13]1)(=[O:28])=[O:29])=[O:48])[CH2:2][CH2:3][CH3:4]. The reactants are [CH2:1]([NH2:5])[CH2:2][CH2:3][CH3:4].[CH3:6][N:7]1[C:11]([N:12]2[C:16]3=[N:17][CH:18]=[C:19]([C:21]([F:24])([F:23])[F:22])[CH:20]=[C:15]3[CH:14]=[CH:13]2)=[C:10]([CH2:25][CH2:26][S:27]([NH2:30])(=[O:29])=[O:28])[C:9]([CH3:31])=[N:8]1.N12CCCN=C1CCCCC2.[Cl-].[NH4+].CN(C)[CH:47]=[O:48]. The catalyst is CN(C)C1C=CN=CC=1.